From a dataset of Full USPTO retrosynthesis dataset with 1.9M reactions from patents (1976-2016). Predict the reactants needed to synthesize the given product. (1) Given the product [Cl:1][C:2]1[CH:7]=[CH:6][C:5]([CH:8]([NH:47][CH2:46][C:45]2[CH:48]=[CH:49][C:42]([O:41][CH3:40])=[CH:43][CH:44]=2)[C:9]2[C:10]([CH3:22])=[N:11][N:12]([CH:19]3[CH2:21][CH2:20]3)[C:13]=2[C:14]([O:16][CH2:17][CH3:18])=[O:15])=[CH:4][CH:3]=1, predict the reactants needed to synthesize it. The reactants are: [Cl:1][C:2]1[CH:7]=[CH:6][C:5]([CH:8](O)[C:9]2[C:10]([CH3:22])=[N:11][N:12]([CH:19]3[CH2:21][CH2:20]3)[C:13]=2[C:14]([O:16][CH2:17][CH3:18])=[O:15])=[CH:4][CH:3]=1.C(N(CC)CC)C.O(S(C)(=O)=O)S(C)(=O)=O.[CH3:40][O:41][C:42]1[CH:49]=[CH:48][C:45]([CH2:46][NH2:47])=[CH:44][CH:43]=1. (2) Given the product [Cl:14][C:11]1[CH:12]=[CH:13][C:8]2[N:7]=[C:18]([C:20]3[CH:25]=[CH:24][CH:23]=[C:22]([C:26]4[CH:31]=[CH:30][N:29]=[C:28]([CH3:32])[CH:27]=4)[CH:21]=3)[CH2:17][C:16](=[O:33])[NH:15][C:9]=2[CH:10]=1, predict the reactants needed to synthesize it. The reactants are: C(OC(=O)[NH:7][C:8]1[CH:13]=[CH:12][C:11]([Cl:14])=[CH:10][C:9]=1[NH:15][C:16](=[O:33])[CH2:17][C:18]([C:20]1[CH:25]=[CH:24][CH:23]=[C:22]([C:26]2[CH:31]=[CH:30][N:29]=[C:28]([CH3:32])[CH:27]=2)[CH:21]=1)=O)(C)(C)C.C(O)(C(F)(F)F)=O. (3) Given the product [Cl:8][C:9]1[CH:14]=[CH:13][CH:12]=[C:11]([Cl:15])[C:10]=1[NH:16][C:17]([NH:1][C:2]1[CH:7]=[CH:6][N:5]=[CH:4][CH:3]=1)=[O:18], predict the reactants needed to synthesize it. The reactants are: [NH2:1][C:2]1[CH:7]=[CH:6][N:5]=[CH:4][CH:3]=1.[Cl:8][C:9]1[CH:14]=[CH:13][CH:12]=[C:11]([Cl:15])[C:10]=1[N:16]=[C:17]=[O:18]. (4) Given the product [Cl:16][C:17]1[C:22]([O:15][CH:13]2[CH2:14][N:11]([C:9]([O:8][CH2:1][C:2]3[CH:7]=[CH:6][CH:5]=[CH:4][CH:3]=3)=[O:10])[CH2:12]2)=[N:21][CH:20]=[CH:19][N:18]=1, predict the reactants needed to synthesize it. The reactants are: [CH2:1]([O:8][C:9]([N:11]1[CH2:14][CH:13]([OH:15])[CH2:12]1)=[O:10])[C:2]1[CH:7]=[CH:6][CH:5]=[CH:4][CH:3]=1.[Cl:16][C:17]1[C:22](Cl)=[N:21][CH:20]=[CH:19][N:18]=1.CS(C)=O.CC(C)([O-])C.[Na+]. (5) Given the product [O:10]([CH2:17][CH2:18][C@@H:19]1[CH2:24][CH2:23][C@H:22]([CH2:25][NH:26][C:6]([C:4]2[N:3]=[N:2][NH:1][CH:5]=2)=[O:8])[CH2:21][CH2:20]1)[C:11]1[CH:16]=[CH:15][CH:14]=[CH:13][CH:12]=1, predict the reactants needed to synthesize it. The reactants are: [NH:1]1[CH:5]=[C:4]([C:6]([OH:8])=O)[N:3]=[N:2]1.Cl.[O:10]([CH2:17][CH2:18][C@@H:19]1[CH2:24][CH2:23][C@H:22]([CH2:25][NH2:26])[CH2:21][CH2:20]1)[C:11]1[CH:16]=[CH:15][CH:14]=[CH:13][CH:12]=1. (6) Given the product [Cl:1][C:2]1[CH:10]=[C:9]2[C:5]([C:6]([CH2:12][C:13](=[O:14])[CH3:18])=[CH:7][NH:8]2)=[CH:4][C:3]=1[F:20], predict the reactants needed to synthesize it. The reactants are: [Cl:1][C:2]1[CH:10]=[C:9]2[C:5]([C:6](O)([CH2:12][C:13]3([CH3:18])OCC[O:14]3)[C:7](=O)[NH:8]2)=[CH:4][C:3]=1[F:20].COCCO[AlH2-]OCCOC.[Na+].Cl.C(OCC)(=O)C.